This data is from Forward reaction prediction with 1.9M reactions from USPTO patents (1976-2016). The task is: Predict the product of the given reaction. (1) Given the reactants [CH3:1][O:2][C:3]1[CH:4]=[C:5]2[C:10](=[CH:11][C:12]=1B1OC(C)(C)C(C)(C)O1)[C:9]([N:22]1C(=O)C3C(=CC=CC=3)C1=O)=[N:8][CH:7]=[CH:6]2.Cl[C:34]1[N:39]=[N:38][C:37]([N:40]([CH3:51])[CH:41]2[CH2:46][C:45]([CH3:48])([CH3:47])[NH:44][C:43]([CH3:50])([CH3:49])[CH2:42]2)=[CH:36][CH:35]=1.C([O-])(=O)C.[K+].NN, predict the reaction product. The product is: [CH3:1][O:2][C:3]1[CH:4]=[C:5]2[C:10](=[CH:11][C:12]=1[C:34]1[N:39]=[N:38][C:37]([N:40]([CH3:51])[CH:41]3[CH2:46][C:45]([CH3:47])([CH3:48])[NH:44][C:43]([CH3:50])([CH3:49])[CH2:42]3)=[CH:36][CH:35]=1)[C:9]([NH2:22])=[N:8][CH:7]=[CH:6]2. (2) Given the reactants C(N(C(C)C)CC)(C)C.[CH2:10]([N:12]1[C:16]([O:17][C:18]2[CH:26]=[CH:25][C:21]([C:22]([OH:24])=O)=[CH:20][CH:19]=2)=[CH:15][C:14]([C:27]2[CH:32]=[CH:31][CH:30]=[C:29]([C:33]([NH:36][S:37]([CH2:40][C:41]([F:44])([F:43])[F:42])(=[O:39])=[O:38])([CH3:35])[CH3:34])[CH:28]=2)=[N:13]1)[CH3:11].[C:45]([NH:48][NH2:49])(=[O:47])[CH3:46], predict the reaction product. The product is: [C:45]([NH:48][NH:49][C:22]([C:21]1[CH:25]=[CH:26][C:18]([O:17][C:16]2[N:12]([CH2:10][CH3:11])[N:13]=[C:14]([C:27]3[CH:28]=[C:29]([C:33]([NH:36][S:37]([CH2:40][C:41]([F:42])([F:44])[F:43])(=[O:39])=[O:38])([CH3:34])[CH3:35])[CH:30]=[CH:31][CH:32]=3)[CH:15]=2)=[CH:19][CH:20]=1)=[O:24])(=[O:47])[CH3:46]. (3) The product is: [CH3:1][N:2]([CH2:12][C:13]1[N:17]([CH3:18])[C:16]2[CH:19]=[CH:20][CH:21]=[CH:22][C:15]=2[N:14]=1)[C:3]1[CH:8]=[CH:7][CH:6]=[CH:5][N:4]=1. Given the reactants [CH3:1][NH:2][C:3]1[CH:8]=[CH:7][CH:6]=[CH:5][N:4]=1.[H-].[Na+].Cl[CH2:12][C:13]1[N:17]([CH3:18])[C:16]2[CH:19]=[CH:20][CH:21]=[CH:22][C:15]=2[N:14]=1, predict the reaction product. (4) Given the reactants [CH2:1]([NH:5][C:6]1[N:11]=[C:10]([C:12]2[C:13]([C:22]3[CH:27]=[CH:26][C:25]([F:28])=[CH:24][CH:23]=3)=[N:14][N:15]3[C:20](Cl)=[CH:19][CH:18]=[CH:17][C:16]=23)[CH:9]=[CH:8][N:7]=1)[CH2:2][CH2:3][CH3:4].[CH3:29][Zn]C, predict the reaction product. The product is: [CH2:1]([NH:5][C:6]1[N:11]=[C:10]([C:12]2[C:13]([C:22]3[CH:27]=[CH:26][C:25]([F:28])=[CH:24][CH:23]=3)=[N:14][N:15]3[C:20]([CH3:29])=[CH:19][CH:18]=[CH:17][C:16]=23)[CH:9]=[CH:8][N:7]=1)[CH2:2][CH2:3][CH3:4].